Dataset: HIV replication inhibition screening data with 41,000+ compounds from the AIDS Antiviral Screen. Task: Binary Classification. Given a drug SMILES string, predict its activity (active/inactive) in a high-throughput screening assay against a specified biological target. The molecule is CCOC(=O)c1ccc(NC(=S)Nc2ncccc2C)cc1. The result is 0 (inactive).